From a dataset of Peptide-MHC class I binding affinity with 185,985 pairs from IEDB/IMGT. Regression. Given a peptide amino acid sequence and an MHC pseudo amino acid sequence, predict their binding affinity value. This is MHC class I binding data. (1) The peptide sequence is YMYAVSGAL. The MHC is HLA-C06:02 with pseudo-sequence HLA-C06:02. The binding affinity (normalized) is 0.0847. (2) The MHC is HLA-B27:05 with pseudo-sequence HLA-B27:05. The peptide sequence is TCDGNTFTY. The binding affinity (normalized) is 0.0847. (3) The peptide sequence is ILMKTANNY. The MHC is HLA-A33:01 with pseudo-sequence HLA-A33:01. The binding affinity (normalized) is 0. (4) The peptide sequence is YRHDGGNVL. The MHC is Mamu-A02 with pseudo-sequence Mamu-A02. The binding affinity (normalized) is 0. (5) The peptide sequence is FYFTNDVSF. The MHC is HLA-A29:02 with pseudo-sequence HLA-A29:02. The binding affinity (normalized) is 0.443. (6) The peptide sequence is MPGVLSYVV. The MHC is HLA-B54:01 with pseudo-sequence HLA-B54:01. The binding affinity (normalized) is 1.00.